Dataset: Forward reaction prediction with 1.9M reactions from USPTO patents (1976-2016). Task: Predict the product of the given reaction. The product is: [CH3:21][O:20][CH2:19][CH2:18][O:17][CH2:16][C:13]1[CH:14]=[CH:15][C:10]([C@H:9]2[C@H:4]([O:3][CH2:48][C:49]3[N:53]([CH3:54])[CH:52]=[N:51][CH:50]=3)[CH2:5][N:6]([C:39]([O:41][CH2:42][CH2:43][O:44][CH3:45])=[O:40])[CH2:7][C@@H:8]2[O:22][CH2:23][C:24]2[CH:25]=[CH:26][C:27]3[O:32][CH2:31][CH2:30][N:29]([CH2:33][CH2:34][CH2:35][O:36][CH3:37])[C:28]=3[CH:38]=2)=[CH:11][CH:12]=1. Given the reactants [H-].[Na+].[OH:3][C@H:4]1[C@H:9]([C:10]2[CH:15]=[CH:14][C:13]([CH2:16][O:17][CH2:18][CH2:19][O:20][CH3:21])=[CH:12][CH:11]=2)[C@@H:8]([O:22][CH2:23][C:24]2[CH:25]=[CH:26][C:27]3[O:32][CH2:31][CH2:30][N:29]([CH2:33][CH2:34][CH2:35][O:36][CH3:37])[C:28]=3[CH:38]=2)[CH2:7][N:6]([C:39]([O:41][CH2:42][CH2:43][O:44][CH3:45])=[O:40])[CH2:5]1.Cl.Cl[CH2:48][C:49]1[N:53]([CH3:54])[CH:52]=[N:51][CH:50]=1.C(=O)(O)[O-].[Na+], predict the reaction product.